From a dataset of Full USPTO retrosynthesis dataset with 1.9M reactions from patents (1976-2016). Predict the reactants needed to synthesize the given product. (1) Given the product [C:9]([O-:15])(=[O:14])[C:10]([CH3:13])([CH3:12])[CH3:11].[C:7]([CH2:6][CH2:5][Zn+:1])#[N:8], predict the reactants needed to synthesize it. The reactants are: [Zn:1].[Li+].[Cl-].I[CH2:5][CH2:6][C:7]#[N:8].[C:9]([O-:15])(=[O:14])[C:10]([CH3:13])([CH3:12])[CH3:11].[Li+]. (2) Given the product [Br:12][CH2:10][C:9]([C:8]1[C:3](=[O:2])[NH:4][CH:5]=[CH:6][CH:7]=1)=[O:11], predict the reactants needed to synthesize it. The reactants are: C[O:2][C:3]1[C:8]([C:9](=[O:11])[CH3:10])=[CH:7][CH:6]=[CH:5][N:4]=1.[Br:12]Br.C(OC)(C)(C)C. (3) Given the product [N+:15]([C:18]1[CH:19]=[CH:20][C:21]([S:24]([O:6][CH2:5][CH:3]2[CH2:4][C:2]2([F:7])[F:1])(=[O:26])=[O:25])=[CH:22][CH:23]=1)([O-:17])=[O:16], predict the reactants needed to synthesize it. The reactants are: [F:1][C:2]1([F:7])[CH2:4][CH:3]1[CH2:5][OH:6].C(N(CC)CC)C.[N+:15]([C:18]1[CH:23]=[CH:22][C:21]([S:24](Cl)(=[O:26])=[O:25])=[CH:20][CH:19]=1)([O-:17])=[O:16].C(=O)([O-])O.[Na+]. (4) Given the product [F:50][C:48]([F:49])([F:51])[C:46]1[CH:47]=[C:42]([CH:43]=[C:44]([C:52]([F:53])([F:54])[F:55])[CH:45]=1)[CH2:41][N:22]([C@@H:12]1[C:13]2=[CH:14][C:15]3[CH2:16][O:17][CH2:18][C:19]=3[CH:20]=[C:21]2[NH:8][CH2:9][CH2:10][CH2:11]1)[C:23]1[N:24]=[N:25][N:26]([CH2:28][CH2:29][N:30]2[C:31](=[O:40])[C:32]3[C:37](=[CH:36][CH:35]=[CH:34][CH:33]=3)[C:38]2=[O:39])[N:27]=1, predict the reactants needed to synthesize it. The reactants are: C(OC([N:8]1[C:21]2[C:13](=[CH:14][C:15]3[CH2:16][O:17][CH2:18][C:19]=3[CH:20]=2)[C@@H:12]([N:22]([CH2:41][C:42]2[CH:47]=[C:46]([C:48]([F:51])([F:50])[F:49])[CH:45]=[C:44]([C:52]([F:55])([F:54])[F:53])[CH:43]=2)[C:23]2[N:24]=[N:25][N:26]([CH2:28][CH2:29][N:30]3[C:38](=[O:39])[C:37]4[C:32](=[CH:33][CH:34]=[CH:35][CH:36]=4)[C:31]3=[O:40])[N:27]=2)[CH2:11][CH2:10][CH2:9]1)=O)(C)(C)C.FC(F)(F)C(O)=O. (5) Given the product [C:1]([N:3]1[CH2:17][CH2:16][CH:15]([CH3:19])[CH:14]1[C:20]1[CH:25]=[CH:24][C:23]([NH:26][C:27]([C:29]2[CH:34]=[CH:33][CH:32]=[CH:31][N:30]=2)=[O:28])=[CH:22][C:21]=1[F:35])(=[O:37])[CH3:2], predict the reactants needed to synthesize it. The reactants are: [CH2:1]([N:3](CC)CC)[CH3:2].CS(Cl)(=O)=O.O[CH:14]([C:20]1[CH:25]=[CH:24][C:23]([NH:26][C:27]([C:29]2[CH:34]=[CH:33][CH:32]=[CH:31][N:30]=2)=[O:28])=[CH:22][C:21]=1[F:35])[CH:15]([CH3:19])[CH2:16][CH2:17]O.C(=O)(O)[O-:37].[Na+]. (6) Given the product [F:1][C:2]([F:10])([F:11])[C:3]1[CH:8]=[CH:7][CH:6]=[CH:5][C:4]=1[O:9][CH2:21][CH2:20][OH:19], predict the reactants needed to synthesize it. The reactants are: [F:1][C:2]([F:11])([F:10])[C:3]1[CH:8]=[CH:7][CH:6]=[CH:5][C:4]=1[OH:9].C([O-])([O-])=O.[K+].[K+].C1(=O)O[CH2:21][CH2:20][O:19]1. (7) Given the product [O:30]=[C:21]1[N:20]([C:17]2[CH:16]=[N:15][C:14]([N:11]3[CH2:10][CH2:9][NH:8][CH2:13][CH2:12]3)=[CH:19][CH:18]=2)[CH2:24][C@H:23]([CH2:25][NH:26][C:27](=[O:29])[CH3:28])[O:22]1, predict the reactants needed to synthesize it. The reactants are: C(OC([N:8]1[CH2:13][CH2:12][N:11]([C:14]2[CH:19]=[CH:18][C:17]([N:20]3[CH2:24][C@H:23]([CH2:25][NH:26][C:27](=[O:29])[CH3:28])[O:22][C:21]3=[O:30])=[CH:16][N:15]=2)[CH2:10][CH2:9]1)=O)(C)(C)C.